This data is from Reaction yield outcomes from USPTO patents with 853,638 reactions. The task is: Predict the reaction yield, written as a fraction of the theoretical maximum amount of product (1.0 means a 100% yield; for example, 0.34 means a 34% yield). (1) The yield is 0.970. The product is [NH2:11][CH2:10][C:7]1[N:6]=[CH:5][C:4]([CH2:3][OH:2])=[CH:9][CH:8]=1. The catalyst is O1CCCC1. The reactants are C[O:2][C:3](=O)[C:4]1[CH:9]=[CH:8][C:7]([CH2:10][N:11]=[N+]=[N-])=[N:6][CH:5]=1.[H-].[Al+3].[Li+].[H-].[H-].[H-].[C@H](O)(C([O-])=O)[C@@H](O)C([O-])=O.[Na+].[K+]. (2) The reactants are [OH:1][C:2]1[CH:7]=[CH:6][C:5]([C:8]2[CH:16]=[C:15]3[C:11]([C:12]([C:24]([O:26]CC)=[O:25])=[CH:13][N:14]3C(OC(C)(C)C)=O)=[CH:10][CH:9]=2)=[CH:4][CH:3]=1.Cl[CH2:30][C:31]1[C:32]([C:39]2[C:44]([Cl:45])=[CH:43][CH:42]=[CH:41][C:40]=2[Cl:46])=[N:33][O:34][C:35]=1[CH:36]([CH3:38])[CH3:37].C(=O)([O-])[O-].[K+].[K+].[OH-].[Na+]. The catalyst is CN(C)C=O.O.C(OCC)(=O)C. The product is [Cl:45][C:44]1[CH:43]=[CH:42][CH:41]=[C:40]([Cl:46])[C:39]=1[C:32]1[C:31]([CH2:30][O:1][C:2]2[CH:7]=[CH:6][C:5]([C:8]3[CH:16]=[C:15]4[C:11]([C:12]([C:24]([OH:26])=[O:25])=[CH:13][NH:14]4)=[CH:10][CH:9]=3)=[CH:4][CH:3]=2)=[C:35]([CH:36]([CH3:38])[CH3:37])[O:34][N:33]=1. The yield is 0.280. (3) The reactants are I[C:2]1[CH:7]=[CH:6][N:5]=[C:4]2[NH:8][N:9]=[C:10]([C:11]([F:14])([F:13])[F:12])[C:3]=12.[H-].[Na+].[C:17](Cl)([C:30]1[CH:35]=[CH:34][CH:33]=[CH:32][CH:31]=1)([C:24]1[CH:29]=[CH:28][CH:27]=[CH:26][CH:25]=1)[C:18]1[CH:23]=[CH:22][CH:21]=[CH:20][CH:19]=1.O.[CH3:38]N(C=O)C. No catalyst specified. The product is [CH3:38][C:2]1[CH:7]=[CH:6][N:5]=[C:4]2[N:8]([C:17]([C:30]3[CH:35]=[CH:34][CH:33]=[CH:32][CH:31]=3)([C:24]3[CH:29]=[CH:28][CH:27]=[CH:26][CH:25]=3)[C:18]3[CH:23]=[CH:22][CH:21]=[CH:20][CH:19]=3)[N:9]=[C:10]([C:11]([F:14])([F:13])[F:12])[C:3]=12. The yield is 0.990. (4) The yield is 0.645. The reactants are [N:1]1([C:5]2[CH:6]=[CH:7][C:8]([O:11][C:12]3[CH:17]=[CH:16][CH:15]=[C:14]([CH:18]=[C:19]4[CH2:24][CH2:23][NH:22][CH2:21][CH2:20]4)[CH:13]=3)=[N:9][CH:10]=2)[CH2:4][CH2:3][CH2:2]1.[N:25]1[CH:30]=[CH:29][CH:28]=[C:27]([NH:31][C:32](=O)[O:33]C2C=CC=CC=2)[N:26]=1.C(N(CC)CC)C. The product is [N:1]1([C:5]2[CH:6]=[CH:7][C:8]([O:11][C:12]3[CH:13]=[C:14]([CH:15]=[CH:16][CH:17]=3)[CH:18]=[C:19]3[CH2:20][CH2:21][N:22]([C:32]([NH:31][C:27]4[N:26]=[N:25][CH:30]=[CH:29][CH:28]=4)=[O:33])[CH2:23][CH2:24]3)=[N:9][CH:10]=2)[CH2:2][CH2:3][CH2:4]1. The catalyst is CS(C)=O.O. (5) The reactants are C(=O)([O-])[O-].[Cs+].[Cs+].FC(F)(F)S(O[CH2:13][C:14]([F:17])([F:16])[F:15])(=O)=O.[Cl:20][C:21]1[CH:22]=[CH:23][C:24]2[O:28][C:27](=[O:29])[NH:26][C:25]=2[CH:30]=1.O. The catalyst is CN(C=O)C. The product is [Cl:20][C:21]1[CH:22]=[CH:23][C:24]2[O:28][C:27](=[O:29])[N:26]([CH2:13][C:14]([F:17])([F:16])[F:15])[C:25]=2[CH:30]=1. The yield is 0.890. (6) The reactants are [C:1]([C:3]([C:6]1[CH:7]=[C:8]([CH:12]=[CH:13][CH:14]=1)[C:9]([OH:11])=[O:10])([CH3:5])[CH3:4])#[N:2].[OH:15][Li].O.OO. The catalyst is CCO. The product is [NH2:2][C:1](=[O:15])[C:3]([C:6]1[CH:7]=[C:8]([CH:12]=[CH:13][CH:14]=1)[C:9]([OH:11])=[O:10])([CH3:5])[CH3:4]. The yield is 0.480. (7) The reactants are [Br:1][C:2]1[CH:3]=[C:4]([O:10][C:11]2[C:12]([CH3:18])=[N:13][N:14]([CH3:17])[C:15]=2[CH3:16])[C:5]([C:8]#[N:9])=[N:6][CH:7]=1.[OH:19]S(O)(=O)=O.[OH-].[Na+]. The catalyst is O. The product is [Br:1][C:2]1[CH:3]=[C:4]([O:10][C:11]2[C:12]([CH3:18])=[N:13][N:14]([CH3:17])[C:15]=2[CH3:16])[C:5]([C:8]([NH2:9])=[O:19])=[N:6][CH:7]=1. The yield is 1.00. (8) The reactants are [F:1][C:2]1[N:6]([C:7]2[CH:12]=[CH:11][CH:10]=[CH:9][CH:8]=2)[N:5]=[C:4]([C:13]([F:16])([F:15])[F:14])[C:3]=1[CH2:17]O.P(Br)(Br)[Br:20].O. The catalyst is C(OCC)C. The product is [Br:20][CH2:17][C:3]1[C:4]([C:13]([F:16])([F:15])[F:14])=[N:5][N:6]([C:7]2[CH:12]=[CH:11][CH:10]=[CH:9][CH:8]=2)[C:2]=1[F:1]. The yield is 0.888. (9) The reactants are Br[C:2]1[CH:3]=[C:4]2[C:8](=[CH:9][CH:10]=1)[N:7]([Si:11]([CH:18]([CH3:20])[CH3:19])([CH:15]([CH3:17])[CH3:16])[CH:12]([CH3:14])[CH3:13])[CH:6]=[CH:5]2.C([Li])(C)(C)C.C[O:27][C:28]([C@:30]1([CH2:42][C:43]2[CH:48]=[CH:47][CH:46]=[CH:45][CH:44]=2)[CH2:34][CH2:33][CH2:32][N:31]1[C:35]([O:37][C:38]([CH3:41])([CH3:40])[CH3:39])=[O:36])=O. The catalyst is C1COCC1. The product is [C:38]([O:37][C:35]([N:31]1[CH2:32][CH2:33][CH2:34][C:30]1([CH2:42][C:43]1[CH:44]=[CH:45][CH:46]=[CH:47][CH:48]=1)[C:28]([C:2]1[CH:3]=[C:4]2[C:8](=[CH:9][CH:10]=1)[N:7]([Si:11]([CH:15]([CH3:16])[CH3:17])([CH:18]([CH3:19])[CH3:20])[CH:12]([CH3:13])[CH3:14])[CH:6]=[CH:5]2)=[O:27])=[O:36])([CH3:41])([CH3:39])[CH3:40]. The yield is 0.160. (10) The reactants are Br[C:2]1[CH:10]=[C:9]([Cl:11])[C:8]([O:12][CH3:13])=[CH:7][C:3]=1[C:4]([OH:6])=[O:5].[Li]CCCC.[C:19]([C:21]1[CH:22]=[C:23]([CH:30]=[CH:31][CH:32]=1)[C:24](N(OC)C)=[O:25])#[N:20].Cl. The catalyst is C1COCC1.O. The product is [Cl:11][C:9]1[C:8]([O:12][CH3:13])=[CH:7][C:3]([C:4]([OH:6])=[O:5])=[C:2]([C:24](=[O:25])[C:23]2[CH:30]=[CH:31][CH:32]=[C:21]([C:19]#[N:20])[CH:22]=2)[CH:10]=1. The yield is 0.840.